From a dataset of Reaction yield outcomes from USPTO patents with 853,638 reactions. Predict the reaction yield, written as a fraction of the theoretical maximum amount of product (1.0 means a 100% yield; for example, 0.34 means a 34% yield). (1) The reactants are [Si:1]([NH:8][C:9]1[N:10]=[C:11]([Cl:18])[C:12]2[CH:17]=[CH:16][NH:15][C:13]=2[N:14]=1)([C:4]([CH3:7])([CH3:6])[CH3:5])([CH3:3])[CH3:2].CI.[C:21]([O-])([O-])=O.[K+].[K+].O. The catalyst is CN(C=O)C. The product is [Si:1]([NH:8][C:9]1[N:10]=[C:11]([Cl:18])[C:12]2[CH:17]=[CH:16][N:15]([CH3:21])[C:13]=2[N:14]=1)([C:4]([CH3:7])([CH3:5])[CH3:6])([CH3:3])[CH3:2]. The yield is 1.00. (2) The reactants are [Br:1][C:2]1[CH:7]=[CH:6][C:5]([N+:8]([O-:10])=[O:9])=[CH:4][C:3]=1[OH:11].[CH3:12][O:13][CH2:14][CH2:15]Br.CCOC(C)=O. The catalyst is CN(C=O)C.[I-].[K+]. The product is [Br:1][C:2]1[CH:7]=[CH:6][C:5]([N+:8]([O-:10])=[O:9])=[CH:4][C:3]=1[O:11][CH2:15][CH2:14][O:13][CH3:12]. The yield is 0.910. (3) The catalyst is C(#N)C.C(OCC)(=O)C. The yield is 0.760. The product is [CH3:35][N:36]([CH3:37])[CH2:2][C:3]([NH:5][C:6]1[CH:14]=[CH:13][CH:12]=[C:11]2[C:7]=1[C:8](=[O:34])[N:9]([C@@H:16]([C:23]1[CH:28]=[CH:27][C:26]([O:29][CH3:30])=[C:25]([O:31][CH2:32][CH3:33])[CH:24]=1)[CH2:17][C:18]([N:20]([CH3:22])[CH3:21])=[O:19])[C:10]2=[O:15])=[O:4]. The reactants are Cl[CH2:2][C:3]([NH:5][C:6]1[CH:14]=[CH:13][CH:12]=[C:11]2[C:7]=1[C:8](=[O:34])[N:9]([C@@H:16]([C:23]1[CH:28]=[CH:27][C:26]([O:29][CH3:30])=[C:25]([O:31][CH2:32][CH3:33])[CH:24]=1)[CH2:17][C:18]([N:20]([CH3:22])[CH3:21])=[O:19])[C:10]2=[O:15])=[O:4].[CH3:35][NH:36][CH3:37].O1CCCC1. (4) The reactants are [OH:1][C:2]12[CH2:8][N:5]([CH2:6][CH2:7]1)[CH2:4][CH2:3]2.[Li+].CC([N-]C(C)C)C.[CH2:17]([N:24]([C:28]1[CH:33]=[CH:32][CH:31]=[CH:30][CH:29]=1)[C:25](Cl)=[O:26])[C:18]1[CH:23]=[CH:22][CH:21]=[CH:20][CH:19]=1.C([O-])=O. The catalyst is C1COCC1. The product is [N:5]12[CH2:8][C:2]([O:1][C:25](=[O:26])[N:24]([CH2:17][C:18]3[CH:23]=[CH:22][CH:21]=[CH:20][CH:19]=3)[C:28]3[CH:33]=[CH:32][CH:31]=[CH:30][CH:29]=3)([CH2:7][CH2:6]1)[CH2:3][CH2:4]2. The yield is 0.0130.